Dataset: Full USPTO retrosynthesis dataset with 1.9M reactions from patents (1976-2016). Task: Predict the reactants needed to synthesize the given product. (1) The reactants are: Br[C:2]1[CH:3]=[C:4]2[C:9](=[CH:10][CH:11]=1)[N:8]=[CH:7][CH:6]=[C:5]2[Cl:12].[Li]CCCC.CON(C)[C:21]([C:23]1[N:24]=[CH:25][S:26][CH:27]=1)=[O:22]. Given the product [Cl:12][C:5]1[C:4]2[C:9](=[CH:10][CH:11]=[C:2]([C:21]([C:23]3[N:24]=[CH:25][S:26][CH:27]=3)=[O:22])[CH:3]=2)[N:8]=[CH:7][CH:6]=1, predict the reactants needed to synthesize it. (2) Given the product [OH:1][C:2]1[CH:3]([O:27][CH3:28])[CH2:4][CH:5]([CH3:22])[C:6](=[O:21])[C:7]=1[C:8]([C:10]1[C:11]([CH3:20])=[N:12][C:13]([C:16]([F:19])([F:17])[F:18])=[CH:14][CH:15]=1)=[O:9], predict the reactants needed to synthesize it. The reactants are: [OH:1][C:2]1[C:3]([O:27][CH3:28])(C(OC)=O)[CH2:4][CH:5]([CH3:22])[C:6](=[O:21])[C:7]=1[C:8]([C:10]1[C:11]([CH3:20])=[N:12][C:13]([C:16]([F:19])([F:18])[F:17])=[CH:14][CH:15]=1)=[O:9].[OH-].[K+]. (3) Given the product [C:24]([O:9][CH2:8][CH:7]([C:1]1[CH:2]=[CH:3][CH:4]=[CH:5][CH:6]=1)[S:10][C:11]1[CH:16]=[CH:15][CH:14]=[CH:13][CH:12]=1)(=[O:27])[CH:25]=[CH2:26], predict the reactants needed to synthesize it. The reactants are: [C:1]1([CH:7]([S:10][C:11]2[CH:16]=[CH:15][CH:14]=[CH:13][CH:12]=2)[CH2:8][OH:9])[CH:6]=[CH:5][CH:4]=[CH:3][CH:2]=1.C(N(CC)CC)C.[C:24](Cl)(=[O:27])[CH:25]=[CH2:26].CO. (4) Given the product [CH2:9]1[C:14](=[O:15])[N:13]([Cl:16])[C:11](=[O:12])[CH2:10]1.[Cl-:16], predict the reactants needed to synthesize it. The reactants are: FC1C=CC=C(C)N=1.[CH2:9]1[C:14](=[O:15])[N:13]([Cl:16])[C:11](=[O:12])[CH2:10]1.C(OOC(=O)C1C=CC=CC=1)(=O)C1C=CC=CC=1. (5) Given the product [Cl:3][C:4]1[CH:5]=[C:6]([CH:10]2[C:16]3[CH:17]=[C:18]([C:21]([C:29]4[CH:30]=[CH:31][C:32]([Cl:35])=[CH:33][CH:34]=4)([OH:28])[C:22]4[N:26]([CH3:27])[CH:25]=[N:24][CH:23]=4)[CH:19]=[CH:20][C:15]=3[N:14]([CH3:39])[C:13](=[O:36])[CH2:12][S:11]2)[CH:7]=[CH:8][CH:9]=1, predict the reactants needed to synthesize it. The reactants are: [H-].[Na+].[Cl:3][C:4]1[CH:5]=[C:6]([CH:10]2[C:16]3[CH:17]=[C:18]([C:21]([C:29]4[CH:34]=[CH:33][C:32]([Cl:35])=[CH:31][CH:30]=4)([OH:28])[C:22]4[N:26]([CH3:27])[CH:25]=[N:24][CH:23]=4)[CH:19]=[CH:20][C:15]=3[NH:14][C:13](=[O:36])[CH2:12][S:11]2)[CH:7]=[CH:8][CH:9]=1.IC.[CH3:39]COC(C)=O. (6) The reactants are: [Br:1][C:2]1[CH:3]=[C:4]2[C:8](=[CH:9][CH:10]=1)[NH:7][CH:6]=[CH:5]2.[CH2:11]1N2CCN(CC2)C1.CN(C=O)C. Given the product [Br:1][C:2]1[CH:3]=[C:4]2[C:8](=[CH:9][CH:10]=1)[N:7]([CH3:11])[CH:6]=[CH:5]2, predict the reactants needed to synthesize it. (7) Given the product [N+:11]([C:5]1[CH:4]=[CH:3][C:2]([C:1]([OH:22])=[O:14])=[CH:10][C:6]=1[C:7]([OH:9])=[O:8])([O-:13])=[O:12], predict the reactants needed to synthesize it. The reactants are: [CH3:1][C:2]1[CH:3]=[CH:4][C:5]([N+:11]([O-:13])=[O:12])=[C:6]([CH:10]=1)[C:7]([OH:9])=[O:8].[OH-:14].[K+].[O-][Mn](=O)(=O)=O.[K+].[OH2:22].